This data is from Reaction yield outcomes from USPTO patents with 853,638 reactions. The task is: Predict the reaction yield, written as a fraction of the theoretical maximum amount of product (1.0 means a 100% yield; for example, 0.34 means a 34% yield). The reactants are [Br:1][C:2]1[CH:10]=[C:9]2[C:5]([C:6]([CH3:34])=[CH:7][N:8]2[S:11]([C:14]2[CH:15]=[CH:16][C:17]([O:32][CH3:33])=[C:18]([N:20]3[CH2:25][CH2:24][N:23](C(=O)C(Cl)(Cl)Cl)[CH2:22][CH2:21]3)[CH:19]=2)(=[O:13])=[O:12])=[CH:4][CH:3]=1.[OH-].[K+]. The catalyst is C1COCC1. The product is [Br:1][C:2]1[CH:10]=[C:9]2[C:5]([C:6]([CH3:34])=[CH:7][N:8]2[S:11]([C:14]2[CH:15]=[CH:16][C:17]([O:32][CH3:33])=[C:18]([N:20]3[CH2:21][CH2:22][NH:23][CH2:24][CH2:25]3)[CH:19]=2)(=[O:13])=[O:12])=[CH:4][CH:3]=1. The yield is 0.764.